This data is from Catalyst prediction with 721,799 reactions and 888 catalyst types from USPTO. The task is: Predict which catalyst facilitates the given reaction. (1) Reactant: [N:1]1[C:10]2[C:5](=[CH:6][CH:7]=[CH:8][C:9]=2[NH:11][C:12]([C:14]2[C:18]3[N:19]=[C:20](Cl)[N:21]=[CH:22][C:17]=3[S:16][CH:15]=2)=[O:13])[CH:4]=[CH:3][CH:2]=1.[N:24]1[C:33]2[C:28](=[CH:29][CH:30]=[CH:31][C:32]=2[NH:34]C(C2C3N=C(ON4C5C=CC=CC=5N=N4)N=CC=3SC=2)=O)C=CC=1.N[C@@H]1CCCC[C@@H]1N. Product: [N:1]1[C:10]2[C:5](=[CH:6][CH:7]=[CH:8][C:9]=2[NH:11][C:12]([C:14]2[C:18]3[N:19]=[C:20]([NH:24][C@@H:33]4[CH2:28][CH2:29][CH2:30][CH2:31][C@@H:32]4[NH2:34])[N:21]=[CH:22][C:17]=3[S:16][CH:15]=2)=[O:13])[CH:4]=[CH:3][CH:2]=1. The catalyst class is: 258. (2) Reactant: [CH3:1][C:2]1([CH3:23])[C:10]2[N:9]=[C:8]([C:11]3[C:12]([CH3:22])=[CH:13][C:14]([CH3:21])=[C:15]([CH:20]=3)[C:16]([O:18]C)=[O:17])[NH:7][C:6]=2[CH2:5][O:4][CH2:3]1.[OH-].[Li+]. The catalyst class is: 1. Product: [CH3:1][C:2]1([CH3:23])[C:10]2[N:9]=[C:8]([C:11]3[C:12]([CH3:22])=[CH:13][C:14]([CH3:21])=[C:15]([CH:20]=3)[C:16]([OH:18])=[O:17])[NH:7][C:6]=2[CH2:5][O:4][CH2:3]1. (3) Reactant: [SH:1][C:2]1[CH:7]=[CH:6][C:5]([OH:8])=[CH:4][CH:3]=1.[CH2:9](Br)[C:10]#[CH:11].C(N(CC)CC)C.[C:20]1([S:26](Cl)(=[O:28])=[O:27])[CH:25]=[CH:24][CH:23]=[CH:22][CH:21]=1. Product: [C:20]1([S:26]([O:8][C:5]2[CH:6]=[CH:7][C:2]([S:1][CH2:11][C:10]#[CH:9])=[CH:3][CH:4]=2)(=[O:28])=[O:27])[CH:25]=[CH:24][CH:23]=[CH:22][CH:21]=1. The catalyst class is: 13. (4) Reactant: [NH2:1][C:2]1[CH:9]=[CH:8][C:5]([C:6]#[N:7])=[CH:4][C:3]=1[F:10].[I:11]Cl.S([O-])([O-])(=O)=S.[Na+].[Na+]. Product: [NH2:1][C:2]1[C:9]([I:11])=[CH:8][C:5]([C:6]#[N:7])=[CH:4][C:3]=1[F:10]. The catalyst class is: 2.